This data is from Forward reaction prediction with 1.9M reactions from USPTO patents (1976-2016). The task is: Predict the product of the given reaction. (1) Given the reactants Cl[C:2]1[CH:7]=[C:6]([C:8]2[S:9][CH:10]=[CH:11][CH:12]=2)[N:5]=[CH:4][N:3]=1.[CH3:13][N:14]1[CH2:19][CH2:18][NH:17][CH2:16][CH2:15]1, predict the reaction product. The product is: [CH3:13][N:14]1[CH2:19][CH2:18][N:17]([C:2]2[CH:7]=[C:6]([C:8]3[S:9][CH:10]=[CH:11][CH:12]=3)[N:5]=[CH:4][N:3]=2)[CH2:16][CH2:15]1. (2) Given the reactants [CH2:1]([OH:4])[CH2:2][OH:3].[H-].[Na+].Cl[C:8]1[C:9]([CH3:15])=[N:10][CH:11]=[C:12]([CH3:14])[N:13]=1, predict the reaction product. The product is: [CH3:14][C:12]1[C:11]([O:3][CH2:2][CH2:1][OH:4])=[N:10][C:9]([CH3:15])=[CH:8][N:13]=1. (3) Given the reactants FC(F)(F)C([O-])=O.[NH2:8][C:9]1[CH:17]=[CH:16][C:12]2[N:13]=[CH:14][NH:15][C:11]=2[CH:10]=1.[F:18][C:19]1[CH:20]=[C:21]([CH:24]=[CH:25][CH:26]=1)[CH:22]=O.[Si](C#N)(C)(C)C.[N:33]1([C:38](N2C=CN=C2)=[O:39])C=CN=[CH:34]1, predict the reaction product. The product is: [NH:13]1[C:12]2[CH:16]=[CH:17][C:9]([N:8]3[CH:22]([C:21]4[CH:24]=[CH:25][CH:26]=[C:19]([F:18])[CH:20]=4)[CH2:34][NH:33][C:38]3=[O:39])=[CH:10][C:11]=2[N:15]=[CH:14]1. (4) Given the reactants [CH3:1][NH:2][C:3]1[C:8]([NH2:9])=[CH:7][C:6]([C:10]([F:13])([F:12])[F:11])=[CH:5][N:4]=1.[CH2:14]([S:16][C:17]1[CH:24]=[CH:23][CH:22]=[CH:21][C:18]=1[CH:19]=O)[CH3:15].S([O-])(O)=O.[Na+].CN(C=O)C, predict the reaction product. The product is: [CH2:14]([S:16][C:17]1[CH:24]=[CH:23][CH:22]=[CH:21][C:18]=1[C:19]1[N:2]([CH3:1])[C:3]2=[N:4][CH:5]=[C:6]([C:10]([F:11])([F:12])[F:13])[CH:7]=[C:8]2[N:9]=1)[CH3:15]. (5) Given the reactants [O:1]=[C:2]([N:18]1[CH2:23][CH2:22][N:21]([C:24]2[CH:29]=[CH:28][C:27]([NH:30][C:31]([C:33]3[CH2:38][CH2:37][CH2:36][CH2:35][C:34]=3[C:39]3[CH:44]=[CH:43][C:42]([C:45]([F:48])([F:47])[F:46])=[CH:41][CH:40]=3)=[O:32])=[CH:26][CH:25]=2)[CH2:20][CH2:19]1)[CH2:3][C:4]1[N:9]=[C:8]([NH:10]C(=O)OC(C)(C)C)[CH:7]=[CH:6][CH:5]=1.FC(F)(F)C(O)=O, predict the reaction product. The product is: [NH2:10][C:8]1[N:9]=[C:4]([CH2:3][C:2]([N:18]2[CH2:19][CH2:20][N:21]([C:24]3[CH:25]=[CH:26][C:27]([NH:30][C:31]([C:33]4[CH2:38][CH2:37][CH2:36][CH2:35][C:34]=4[C:39]4[CH:40]=[CH:41][C:42]([C:45]([F:46])([F:48])[F:47])=[CH:43][CH:44]=4)=[O:32])=[CH:28][CH:29]=3)[CH2:22][CH2:23]2)=[O:1])[CH:5]=[CH:6][CH:7]=1.